This data is from Forward reaction prediction with 1.9M reactions from USPTO patents (1976-2016). The task is: Predict the product of the given reaction. (1) Given the reactants N(C(OCC)=O)=NC(OCC)=O.[OH:13][CH:14]1[CH2:19][CH2:18][N:17]([C:20]([O:22][C:23]([CH3:26])([CH3:25])[CH3:24])=[O:21])[CH2:16][CH2:15]1.C1(P(C2C=CC=CC=2)C2C=CC=CC=2)C=CC=CC=1.[Cl:46][C:47]1[N:52]=[C:51](O)[CH:50]=[CH:49][CH:48]=1, predict the reaction product. The product is: [Cl:46][C:47]1[N:52]=[C:51]([O:13][CH:14]2[CH2:15][CH2:16][N:17]([C:20]([O:22][C:23]([CH3:26])([CH3:25])[CH3:24])=[O:21])[CH2:18][CH2:19]2)[CH:50]=[CH:49][CH:48]=1. (2) Given the reactants [CH3:1][S:2]([NH:5][NH2:6])(=[O:4])=[O:3].CCN(C(C)C)C(C)C.C[O:17][C:18](=O)[C:19]1[CH:24]=[C:23]([C:25]2[N:26]([CH3:30])[N:27]=[CH:28][CH:29]=2)[C:22]([CH:31]([CH3:33])[CH3:32])=[CH:21][C:20]=1[NH:34][C:35](OC1C=CC(Cl)=CC=1)=[O:36], predict the reaction product. The product is: [CH:31]([C:22]1[CH:21]=[C:20]2[C:19]([C:18](=[O:17])[N:6]([NH:5][S:2]([CH3:1])(=[O:4])=[O:3])[C:35](=[O:36])[NH:34]2)=[CH:24][C:23]=1[C:25]1[N:26]([CH3:30])[N:27]=[CH:28][CH:29]=1)([CH3:33])[CH3:32]. (3) Given the reactants [Si:1]([O:8][CH2:9][CH:10]([CH2:13][O:14][Si:15]([C:18]([CH3:21])([CH3:20])[CH3:19])([CH3:17])[CH3:16])[CH2:11][OH:12])([C:4]([CH3:7])([CH3:6])[CH3:5])([CH3:3])[CH3:2].C(N(CC)CC)C.[CH3:29][S:30](Cl)(=[O:32])=[O:31], predict the reaction product. The product is: [Si:1]([O:8][CH2:9][CH:10]([CH2:13][O:14][Si:15]([C:18]([CH3:21])([CH3:20])[CH3:19])([CH3:16])[CH3:17])[CH2:11][O:12][S:30]([CH3:29])(=[O:32])=[O:31])([C:4]([CH3:5])([CH3:7])[CH3:6])([CH3:3])[CH3:2]. (4) Given the reactants [Br:1][C:2]1[CH:3]=[N:4][C:5]2[N:6]([N:8]=[C:9]([C:11]([OH:13])=O)[CH:10]=2)[CH:7]=1.[CH3:14][N:15]1[C:20]2[CH:21]=[C:22]([CH3:24])[NH:23][C:19]=2[CH2:18][CH2:17][NH:16]1, predict the reaction product. The product is: [Br:1][C:2]1[CH:3]=[N:4][C:5]2[N:6]([N:8]=[C:9]([C:11]([N:16]3[CH2:17][CH2:18][C:19]4[NH:23][C:22]([CH3:24])=[CH:21][C:20]=4[N:15]3[CH3:14])=[O:13])[CH:10]=2)[CH:7]=1. (5) Given the reactants I[C:2]1[CH:7]=[CH:6][CH:5]=[CH:4][CH:3]=1.[Br:8][C:9]1[CH:22]=[CH:21][C:20]2[NH:19][C:18]3[C:13](=[CH:14][C:15]([Br:23])=[CH:16][CH:17]=3)[C:12]([CH3:25])([CH3:24])[C:11]=2[CH:10]=1.N#N.CC([O-])(C)C.[Na+], predict the reaction product. The product is: [Br:8][C:9]1[CH:22]=[CH:21][C:20]2[N:19]([C:2]3[CH:7]=[CH:6][CH:5]=[CH:4][CH:3]=3)[C:18]3[C:13](=[CH:14][C:15]([Br:23])=[CH:16][CH:17]=3)[C:12]([CH3:25])([CH3:24])[C:11]=2[CH:10]=1. (6) Given the reactants [CH3:1][C:2]1[C:7]([O:8][C:9]2[C:14]([C:15]3[CH:20]=[CH:19][N:18]=[CH:17][N:16]=3)=[CH:13][CH:12]=[CH:11][N:10]=2)=[C:6]([CH3:21])[CH:5]=[CH:4][C:3]=1[NH2:22].[F:23][C:24]([F:35])([F:34])[C:25]1[CH:26]=[C:27]([CH:31]=[CH:32][CH:33]=1)[C:28](Cl)=[O:29].C(N(CC)CC)C, predict the reaction product. The product is: [CH3:1][C:2]1[C:7]([O:8][C:9]2[C:14]([C:15]3[CH:20]=[CH:19][N:18]=[CH:17][N:16]=3)=[CH:13][CH:12]=[CH:11][N:10]=2)=[C:6]([CH3:21])[CH:5]=[CH:4][C:3]=1[NH:22][C:28](=[O:29])[C:27]1[CH:31]=[CH:32][CH:33]=[C:25]([C:24]([F:23])([F:34])[F:35])[CH:26]=1.